Dataset: Forward reaction prediction with 1.9M reactions from USPTO patents (1976-2016). Task: Predict the product of the given reaction. (1) Given the reactants Cl[C:2]1[CH:7]=[CH:6][N:5]=[C:4]([C:8]2[C:16]3[C:11](=[CH:12][CH:13]=[CH:14][CH:15]=3)[N:10]([CH2:17][C:18]3[C:23]([F:24])=[CH:22][C:21]([O:25][CH2:26][CH3:27])=[CH:20][C:19]=3[F:28])[N:9]=2)[CH:3]=1.[CH2:29]([N:31]1[C:35]([NH2:36])=[N:34][CH:33]=[N:32]1)[CH3:30], predict the reaction product. The product is: [CH2:26]([O:25][C:21]1[CH:22]=[C:23]([F:24])[C:18]([CH2:17][N:10]2[C:11]3[C:16](=[CH:15][CH:14]=[CH:13][CH:12]=3)[C:8]([C:4]3[CH:3]=[C:2]([NH:36][C:35]4[N:31]([CH2:29][CH3:30])[N:32]=[CH:33][N:34]=4)[CH:7]=[CH:6][N:5]=3)=[N:9]2)=[C:19]([F:28])[CH:20]=1)[CH3:27]. (2) Given the reactants [C:1]([NH:8][CH2:9][C:10]1[CH:15]=[CH:14][C:13]([C:16]2[O:17][CH:18]=[C:19]([C:21]([O:23]C)=[O:22])[N:20]=2)=[CH:12][CH:11]=1)([O:3][C:4]([CH3:7])([CH3:6])[CH3:5])=[O:2].CO.[Li+].[OH-].Cl, predict the reaction product. The product is: [C:1]([NH:8][CH2:9][C:10]1[CH:11]=[CH:12][C:13]([C:16]2[O:17][CH:18]=[C:19]([C:21]([OH:23])=[O:22])[N:20]=2)=[CH:14][CH:15]=1)([O:3][C:4]([CH3:5])([CH3:7])[CH3:6])=[O:2].